Dataset: Catalyst prediction with 721,799 reactions and 888 catalyst types from USPTO. Task: Predict which catalyst facilitates the given reaction. (1) The catalyst class is: 11. Product: [C:1]([C:5]1[N:6]([CH3:32])[N:7]([CH2:22][C@H:23]2[CH2:27][CH2:26][CH2:25][O:24]2)/[C:8](=[N:10]/[C:11](=[O:21])[C:12]2[CH:17]=[C:16]([Cl:18])[CH:15]=[CH:14][C:13]=2[O:19][CH3:20])/[CH:9]=1)([CH3:4])([CH3:2])[CH3:3]. Reactant: [C:1]([C:5]1[CH:9]=[C:8]([NH:10][C:11](=[O:21])[C:12]2[CH:17]=[C:16]([Cl:18])[CH:15]=[CH:14][C:13]=2[O:19][CH3:20])[N:7]([CH2:22][C@H:23]2[CH2:27][CH2:26][CH2:25][O:24]2)[N:6]=1)([CH3:4])([CH3:3])[CH3:2].S(OC)(O[CH3:32])(=O)=O. (2) Reactant: [CH:1]1([C:7](=[O:21])[CH2:8][CH:9]2[C:17]3[C:12](=[CH:13][CH:14]=[CH:15][CH:16]=3)[C:11]3=[CH:18][N:19]=[CH:20][N:10]23)[CH2:6][CH2:5][CH2:4][CH2:3][CH2:2]1.[BH4-].[Na+]. Product: [CH:1]1([CH:7]([OH:21])[CH2:8][CH:9]2[C:17]3[C:12](=[CH:13][CH:14]=[CH:15][CH:16]=3)[C:11]3=[CH:18][N:19]=[CH:20][N:10]23)[CH2:6][CH2:5][CH2:4][CH2:3][CH2:2]1. The catalyst class is: 5. (3) Reactant: Cl.C(OC(=O)[NH:8][C:9]1[CH:14]=[CH:13][C:12]([O:15][C:16]2[CH:21]=[CH:20][N:19]=[C:18]([NH:22][C:23]([N:25]3[CH2:30][CH2:29][CH:28]([N:31]4[CH2:36][CH2:35][N:34]([CH3:37])[CH2:33][CH2:32]4)[CH2:27][CH2:26]3)=[O:24])[CH:17]=2)=[CH:11][C:10]=1[F:38])(C)(C)C.[OH-].[Na+]. Product: [NH2:8][C:9]1[CH:14]=[CH:13][C:12]([O:15][C:16]2[CH:21]=[CH:20][N:19]=[C:18]([NH:22][C:23]([N:25]3[CH2:30][CH2:29][CH:28]([N:31]4[CH2:32][CH2:33][N:34]([CH3:37])[CH2:35][CH2:36]4)[CH2:27][CH2:26]3)=[O:24])[CH:17]=2)=[CH:11][C:10]=1[F:38]. The catalyst class is: 13. (4) Reactant: [OH:1][C:2]1[CH:3]=[C:4]([C:18]([OH:20])=O)[C:5]2[O:9][C:8]([C:10]3[CH:15]=[CH:14][C:13]([OH:16])=[CH:12][CH:11]=3)=[CH:7][C:6]=2[CH:17]=1.O.[NH2:22]N.Cl.C[N:26]([CH3:35])CCCN=C=NCC.O. The catalyst class is: 3. Product: [OH:16][C:13]1[CH:14]=[CH:15][C:10]([C:8]2[O:9][C:5]3[C:4]([C:18]4[O:20][CH:35]=[N:26][N:22]=4)=[CH:3][C:2]([OH:1])=[CH:17][C:6]=3[CH:7]=2)=[CH:11][CH:12]=1. (5) Reactant: [Cl:1][C:2]1[CH:3]=[CH:4][C:5]([O:12][C:13]2[CH:18]=[CH:17][C:16]([F:19])=[CH:15][CH:14]=2)=[C:6]([CH:11]=1)[C:7]([O:9]C)=[O:8].O1CCCC1.[OH-].[Na+].Cl. Product: [Cl:1][C:2]1[CH:3]=[CH:4][C:5]([O:12][C:13]2[CH:18]=[CH:17][C:16]([F:19])=[CH:15][CH:14]=2)=[C:6]([CH:11]=1)[C:7]([OH:9])=[O:8]. The catalyst class is: 5. (6) Reactant: [CH2:1]([C:5]1[CH:10]=[CH:9][C:8]([C:11]2[CH:23]=[C:22]3[C:14]([C:15]4[CH2:16][CH2:17][C:18]5[CH:27]=[C:26]([C:28]([OH:30])=O)[CH:25]=[CH:24][C:19]=5[C:20]=4[NH:21]3)=[CH:13][CH:12]=2)=[CH:7][CH:6]=1)[CH2:2][CH2:3][CH3:4].[CH3:31][N:32](C(ON1N=NC2C=CC=NC1=2)=[N+](C)C)C.F[P-](F)(F)(F)(F)F.CN.O1CCCC1. Product: [CH3:31][NH:32][C:28]([C:26]1[CH:25]=[CH:24][C:19]2[C:20]3[NH:21][C:22]4[C:14]([C:15]=3[CH2:16][CH2:17][C:18]=2[CH:27]=1)=[CH:13][CH:12]=[C:11]([C:8]1[CH:7]=[CH:6][C:5]([CH2:1][CH2:2][CH2:3][CH3:4])=[CH:10][CH:9]=1)[CH:23]=4)=[O:30]. The catalyst class is: 39. (7) Reactant: [CH3:1][CH:2]([CH3:33])[C@@H:3]([NH:11][CH2:12][C:13]1[CH:18]=[CH:17][N:16]=[C:15]2[N:19](C(OC(C)(C)C)=O)[CH:20]=[C:21]([C:22]([O:24]C)=[O:23])[C:14]=12)[C:4](=[O:10])[N:5]1[CH2:9][CH2:8][CH2:7][CH2:6]1.[OH-].[Na+]. Product: [CH3:1][CH:2]([CH3:33])[C@@H:3]([NH:11][CH2:12][C:13]1[CH:18]=[CH:17][N:16]=[C:15]2[NH:19][CH:20]=[C:21]([C:22]([OH:24])=[O:23])[C:14]=12)[C:4](=[O:10])[N:5]1[CH2:6][CH2:7][CH2:8][CH2:9]1. The catalyst class is: 5. (8) Reactant: C(OC(=O)[NH:7][C:8]1[CH:13]=[CH:12][C:11]([C:14]2[CH:19]=[CH:18][CH:17]=[CH:16][C:15]=2[F:20])=[CH:10][C:9]=1[NH:21][C:22](=[O:39])[CH2:23][C:24](C1C=CC=C(C2C=CN=C(C)C=2)C=1)=O)(C)(C)C.[C:41](O)([C:43](F)(F)F)=O. Product: [F:20][C:15]1[CH:16]=[CH:17][CH:18]=[CH:19][C:14]=1[C:11]1[CH:12]=[CH:13][C:8]2[N:7]=[C:24]([C:16]3[CH:17]=[CH:18][CH:19]=[C:14]([C:11]4[CH:10]=[CH:9][N:21]=[C:41]([CH3:43])[CH:12]=4)[CH:15]=3)[CH2:23][C:22](=[O:39])[NH:21][C:9]=2[CH:10]=1. The catalyst class is: 2. (9) Reactant: [C:1]([O:5][C:6]([NH:8][C@H:9]([CH2:29][C:30]1[CH:35]=[C:34]([F:36])[C:33]([F:37])=[CH:32][C:31]=1[F:38])[CH2:10][C:11]([N:13]1[CH2:18][CH2:17][N:16]2[C:19]([C:25]([F:28])([F:27])[F:26])=[N:20][C:21]([C:22]([OH:24])=O)=[C:15]2[CH2:14]1)=[O:12])=[O:7])([CH3:4])([CH3:3])[CH3:2].O=C1[N:44](P(Cl)(N2CCOC2=O)=O)CCO1.[CH2:54]([N:56]([CH2:59]C)[CH2:57]C)[CH3:55].CNCCNC. Product: [C:1]([O:5][C:6](=[O:7])[NH:8][C@H:9]([CH2:29][C:30]1[CH:35]=[C:34]([F:36])[C:33]([F:37])=[CH:32][C:31]=1[F:38])[CH2:10][C:11]([N:13]1[CH2:18][CH2:17][N:16]2[C:19]([C:25]([F:27])([F:26])[F:28])=[N:20][C:21]([C:22](=[O:24])[NH:44][CH2:55][CH2:54][N:56]([CH3:59])[CH3:57])=[C:15]2[CH2:14]1)=[O:12])([CH3:3])([CH3:4])[CH3:2]. The catalyst class is: 4.